This data is from Forward reaction prediction with 1.9M reactions from USPTO patents (1976-2016). The task is: Predict the product of the given reaction. (1) Given the reactants [Br:1][CH2:2][CH:3]([OH:23])[CH2:4][O:5][C:6](=[O:22])[C@H:7]([CH:19]([CH3:21])[CH3:20])[NH:8][C:9]([O:11][CH2:12][C:13]1[CH:18]=[CH:17][CH:16]=[CH:15][CH:14]=1)=[O:10].N1C=CC=CC=1.[C:30](Cl)(=[O:48])[CH2:31][CH2:32][CH2:33][CH2:34][CH2:35][CH2:36][CH2:37][CH2:38][CH2:39][CH2:40][CH2:41][CH2:42][CH2:43][CH2:44][CH2:45][CH2:46][CH3:47].C(=O)([O-])O.[Na+], predict the reaction product. The product is: [Br:1][CH2:2][CH:3]([O:23][C:30](=[O:48])[CH2:31][CH2:32][CH2:33][CH2:34][CH2:35][CH2:36][CH2:37][CH2:38][CH2:39][CH2:40][CH2:41][CH2:42][CH2:43][CH2:44][CH2:45][CH2:46][CH3:47])[CH2:4][O:5][C:6](=[O:22])[C@H:7]([CH:19]([CH3:20])[CH3:21])[NH:8][C:9]([O:11][CH2:12][C:13]1[CH:18]=[CH:17][CH:16]=[CH:15][CH:14]=1)=[O:10]. (2) Given the reactants [F:1][C:2]1[CH:7]=[C:6]([F:8])[CH:5]=[CH:4][C:3]=1[C@:9]12[CH2:18][O:17][C@@H:16]([C:19]3[O:20][CH:21]=[CH:22][N:23]=3)[CH2:15][C@H:14]1[CH2:13][S:12][C:11]([NH:24]C(=O)C1C=CC=CC=1)=[N:10]2, predict the reaction product. The product is: [F:1][C:2]1[CH:7]=[C:6]([F:8])[CH:5]=[CH:4][C:3]=1[C@:9]12[CH2:18][O:17][C@@H:16]([C:19]3[O:20][CH:21]=[CH:22][N:23]=3)[CH2:15][C@H:14]1[CH2:13][S:12][C:11]([NH2:24])=[N:10]2. (3) Given the reactants [CH3:1][C:2]1[N:3]=[CH:4][NH:5][CH:6]=1.[F:7][C:8]1[CH:13]=[C:12]([C:14]([F:17])([F:16])[F:15])[CH:11]=[C:10](F)[C:9]=1[N+:19]([O-:21])=[O:20].C([O-])([O-])=O.[K+].[K+].O, predict the reaction product. The product is: [F:7][C:8]1[C:9]([N+:19]([O-:21])=[O:20])=[C:10]([N:5]2[CH:6]=[C:2]([CH3:1])[N:3]=[CH:4]2)[CH:11]=[C:12]([C:14]([F:17])([F:16])[F:15])[CH:13]=1. (4) Given the reactants [NH2:1][C:2]1[C:3]([C:28]([O:30]C)=O)=[N:4][C:5](Cl)=[N:6][C:7]=1[NH:8][C:9]1[CH:17]=[CH:16][CH:15]=[C:14]2[C:10]=1[CH:11]=[CH:12][N:13]2S(C1C=CC=CC=1)(=O)=O.CO[C:34]([C:36]1N=C(Cl)N=[C:38](Cl)[C:37]=1[N+]([O-])=O)=[O:35].C(N[CH:51]([CH3:53])C)(C)C.COC(C1C([N+]([O-])=O)=C(NC2C=CC=C3C=2C=CN3S(C2C=CC=CC=2)(=O)=O)N=C(Cl)[N:59]=1)=O.[O:87]1[CH2:91]CCC1, predict the reaction product. The product is: [OH:35][C:34]1[CH:36]=[C:37]([C:5]2[N:6]=[C:7]3[C:2]([NH:1][C:91](=[O:87])[N:8]3[C:9]3[CH:17]=[CH:16][CH:15]=[C:14]4[C:10]=3[CH:11]=[CH:12][NH:13]4)=[C:3]([C:28]([NH2:59])=[O:30])[N:4]=2)[CH:38]=[CH:51][CH:53]=1. (5) Given the reactants C[CH:2]1[NH:7][C:5](=O)N[CH:3]1[CH2:8][CH2:9][CH2:10][CH2:11][CH2:12][C:13]([OH:15])=O.[CH2:16]1CCC(N=C=NC2CCCCC2)CC1, predict the reaction product. The product is: [N:7]1[CH:2]=[CH:3][C:8]([CH2:9][CH2:10][CH2:11][CH2:12][CH2:13][OH:15])=[CH:16][CH:5]=1. (6) The product is: [Br:28][C:14]1[CH:15]=[CH:16][C:17]2[C:18]3[CH:1]=[CH:2][CH:3]=[C:4]4[C:19]=3[C:8]([C:9]3[C:20]=2[C:13]=1[CH:12]=[CH:11][CH:10]=3)=[CH:7][CH:6]=[CH:5]4. Given the reactants [CH:1]1[C:18]2=[C:19]3[C:8]([C:9]4[C:20]5[C:13](=[CH:14][CH:15]=[CH:16][C:17]2=5)[CH:12]=[CH:11][CH:10]=4)=[CH:7][CH:6]=[CH:5][C:4]3=[CH:3][CH:2]=1.C1C(=O)N([Br:28])C(=O)C1.O, predict the reaction product. (7) Given the reactants [C:1]([O:7][CH3:8])(=[O:6])[C:2]([CH3:5])([CH3:4])[CH3:3].N[C@H](C=O)CCSC.[CH3:17][C:18]([CH3:21])([O-])[CH3:19].[K+].[H][H].CC(C)(C)CO, predict the reaction product. The product is: [C:1]([O:7][CH2:8][C:18]([CH3:21])([CH3:19])[CH3:17])(=[O:6])[C:2]([CH3:5])([CH3:4])[CH3:3]. (8) Given the reactants [CH3:1][CH2:2][CH2:3][CH2:4][C:5]1[N:9]([CH2:10][C:11]2[CH:12]=[CH:13][C:14]([C:17]3[CH:18]=[CH:19][CH:20]=[CH:21][C:22]=3[C:23]3[N:27]=[N:26][N-:25][N:24]=3)=[CH:15][CH:16]=2)[C:8]([CH2:28][OH:29])=[C:7]([Cl:30])[N:6]=1.[K+].[CH:32](O)([CH3:34])[CH3:33], predict the reaction product. The product is: [CH3:1][CH2:2][CH2:3][CH2:4][C:5]1[N:9]([CH2:10][C:11]2[CH:12]=[CH:13][C:14]([C:17]3[C:22]([C:23]4[N:27]=[N:26][N:25]([C:32]([C:34]5[CH:1]=[CH:2][CH:3]=[CH:4][CH:5]=5)([C:12]5[CH:11]=[CH:16][CH:15]=[CH:14][CH:13]=5)[C:33]5[CH:21]=[CH:22][CH:17]=[CH:18][CH:19]=5)[N:24]=4)=[CH:21][CH:20]=[CH:19][CH:18]=3)=[CH:15][CH:16]=2)[C:8]([CH2:28][OH:29])=[C:7]([Cl:30])[N:6]=1. (9) Given the reactants [O:1]=[C:2]([N:17]1[C:25]2[C:20](=[CH:21][C:22]([NH:26][C:27]([C:29]3[CH:34]=[CH:33][CH:32]=[CH:31][C:30]=3[C:35]3[CH:40]=[CH:39][C:38]([C:41]([F:44])([F:43])[F:42])=[CH:37][CH:36]=3)=[O:28])=[CH:23][CH:24]=2)[CH2:19][CH2:18]1)[CH2:3][C:4]1[N:8]=[C:7]([NH:9]C(=O)OC(C)(C)C)[S:6][N:5]=1.FC(F)(F)C(O)=O, predict the reaction product. The product is: [NH2:9][C:7]1[S:6][N:5]=[C:4]([CH2:3][C:2]([N:17]2[C:25]3[C:20](=[CH:21][C:22]([NH:26][C:27]([C:29]4[C:30]([C:35]5[CH:36]=[CH:37][C:38]([C:41]([F:44])([F:43])[F:42])=[CH:39][CH:40]=5)=[CH:31][CH:32]=[CH:33][CH:34]=4)=[O:28])=[CH:23][CH:24]=3)[CH2:19][CH2:18]2)=[O:1])[N:8]=1.